Dataset: Full USPTO retrosynthesis dataset with 1.9M reactions from patents (1976-2016). Task: Predict the reactants needed to synthesize the given product. Given the product [OH:8][CH2:9][C:10]([N:12]1[C:20]2[C:15](=[CH:16][C:17]([N:21]3[CH2:25][C@H:24]([C:26]([O:28][CH3:29])=[O:27])[O:23][C:22]3=[O:30])=[CH:18][CH:19]=2)[CH2:14][C@H:13]1[CH3:31])=[O:11], predict the reactants needed to synthesize it. The reactants are: C1(C[O:8][CH2:9][C:10]([N:12]2[C:20]3[C:15](=[CH:16][C:17]([N:21]4[CH2:25][C@H:24]([C:26]([O:28][CH3:29])=[O:27])[O:23][C:22]4=[O:30])=[CH:18][CH:19]=3)[CH2:14][C@H:13]2[CH3:31])=[O:11])C=CC=CC=1.[H][H].